Dataset: Reaction yield outcomes from USPTO patents with 853,638 reactions. Task: Predict the reaction yield, written as a fraction of the theoretical maximum amount of product (1.0 means a 100% yield; for example, 0.34 means a 34% yield). The reactants are [NH2:1][C:2]1[C:3]2[NH:10][CH:9]=[C:8]([C@@H:11]3[N:15](C(OC(C)(C)C)=O)[C@H:14]([CH2:23][O:24][C:25](=[O:39])[C@@H:26]([NH:31]C(OC(C)(C)C)=O)[C@@H:27]([CH3:30])[CH2:28][CH3:29])[C@H:13]4[O:40]C(C)(C)[O:42][C@@H:12]34)[C:4]=2[N:5]=[CH:6][N:7]=1.[Cl:45]B(Cl)Cl.O. The catalyst is FC(F)(F)C(O)=O.CC(O)=O. The product is [ClH:45].[NH2:31][C@@H:26]([C@@H:27]([CH3:30])[CH2:28][CH3:29])[C:25]([O:24][CH2:23][C@@H:14]1[C@@H:13]([OH:40])[C@@H:12]([OH:42])[C@H:11]([C:8]2[C:4]3[N:5]=[CH:6][N:7]=[C:2]([NH2:1])[C:3]=3[NH:10][CH:9]=2)[NH:15]1)=[O:39]. The yield is 0.880.